Dataset: Full USPTO retrosynthesis dataset with 1.9M reactions from patents (1976-2016). Task: Predict the reactants needed to synthesize the given product. (1) Given the product [F:8][C:7]1[CH:6]=[CH:5][C:4]([C:9]2[C:10]([C:15]#[N:16])=[CH:11][CH:12]=[CH:13][CH:14]=2)=[CH:3][C:2]=1[B:22]1[O:26][C:25]([CH3:28])([CH3:27])[C:24]([CH3:30])([CH3:29])[O:23]1, predict the reactants needed to synthesize it. The reactants are: Br[C:2]1[CH:3]=[C:4]([C:9]2[C:10]([C:15]#[N:16])=[CH:11][CH:12]=[CH:13][CH:14]=2)[CH:5]=[CH:6][C:7]=1[F:8].C([O-])(=O)C.[K+].[B:22]1([B:22]2[O:26][C:25]([CH3:28])([CH3:27])[C:24]([CH3:30])([CH3:29])[O:23]2)[O:26][C:25]([CH3:28])([CH3:27])[C:24]([CH3:30])([CH3:29])[O:23]1. (2) Given the product [O:19]1[C:20]2[CH:25]=[CH:24][CH:23]=[CH:22][C:21]=2[C:17]([CH2:16][N:7]2[C:8]3[C:13](=[CH:12][CH:11]=[CH:10][CH:9]=3)[CH:14]=[C:6]2[C:4]([OH:3])=[O:5])=[CH:18]1, predict the reactants needed to synthesize it. The reactants are: C([O:3][C:4]([C:6]1[NH:7][C:8]2[C:13]([CH:14]=1)=[CH:12][CH:11]=[CH:10][CH:9]=2)=[O:5])C.Br[CH2:16][C:17]1[C:21]2[CH:22]=[CH:23][CH:24]=[CH:25][C:20]=2[O:19][CH:18]=1. (3) Given the product [NH2:37][C:34]1[N:35]=[CH:36][C:31]([C:26]2[CH:27]=[CH:28][CH:29]=[C:30]3[C:25]=2[CH2:24][C:23](=[O:38])[NH:22]3)=[CH:32][CH:33]=1, predict the reactants needed to synthesize it. The reactants are: [Br-].[Br-].[Br-].[NH+]1C=CC=CC=1.[NH+]1C=CC=CC=1.[NH+]1C=CC=CC=1.[NH:22]1[C:30]2[C:25](=[C:26]([C:31]3[CH:32]=[CH:33][C:34]([NH2:37])=[N:35][CH:36]=3)[CH:27]=[CH:28][CH:29]=2)[CH:24]=[CH:23]1.[OH2:38]. (4) Given the product [CH3:51][N:52]([CH3:57])[CH2:53][CH2:54][NH:55][C:45]([C:41]1[NH:42][C:43]([CH3:44])=[C:39]([C:37]2[NH:38][C:34]3[CH:33]=[C:32]([C:24](=[O:31])[C:25]4[CH:30]=[CH:29][CH:28]=[CH:27][CH:26]=4)[CH:50]=[CH:49][C:35]=3[N:36]=2)[C:40]=1[CH3:48])=[O:47], predict the reactants needed to synthesize it. The reactants are: Cl.C(N=C=NCCCN(C)C)C.O.ON1C2C=CC=CC=2N=N1.[C:24]([C:32]1[CH:50]=[CH:49][C:35]2[N:36]=[C:37]([C:39]3[C:40]([CH3:48])=[C:41]([C:45]([OH:47])=O)[NH:42][C:43]=3[CH3:44])[NH:38][C:34]=2[CH:33]=1)(=[O:31])[C:25]1[CH:30]=[CH:29][CH:28]=[CH:27][CH:26]=1.[CH3:51][N:52]([CH3:57])[CH2:53][CH2:54][NH:55]C. (5) Given the product [O:16]=[C:7]1[NH:6][C:5]2[CH:4]=[C:3]([CH2:2][N:20]3[CH2:21][CH2:22][N:17]([C:23]4[CH:33]=[CH:32][C:26]([C:27]([O:29][CH2:30][CH3:31])=[O:28])=[CH:25][N:24]=4)[CH2:18][CH2:19]3)[CH:12]=[N:11][C:10]=2[N:9]2[CH2:13][CH2:14][CH2:15][C@@H:8]12, predict the reactants needed to synthesize it. The reactants are: O[CH2:2][C:3]1[CH:12]=[N:11][C:10]2[N:9]3[CH2:13][CH2:14][CH2:15][C@H:8]3[C:7](=[O:16])[NH:6][C:5]=2[CH:4]=1.[N:17]1([C:23]2[CH:33]=[CH:32][C:26]([C:27]([O:29][CH2:30][CH3:31])=[O:28])=[CH:25][N:24]=2)[CH2:22][CH2:21][NH:20][CH2:19][CH2:18]1.CCN(C(C)C)C(C)C.[I-].C(C[P+](C)(C)C)#N. (6) Given the product [F:32][C:27]1[CH:26]=[C:25]([C:23]2[CH:22]=[C:21]([C:33]([F:35])([F:34])[F:36])[N:20]=[C:19]([N:17]3[CH:18]=[C:14]([C:11]4[S:10][C:9]([S:6]([NH2:5])(=[O:8])=[O:7])=[CH:13][CH:12]=4)[N:15]=[CH:16]3)[N:24]=2)[CH:30]=[CH:29][C:28]=1[F:31], predict the reactants needed to synthesize it. The reactants are: C([NH:5][S:6]([C:9]1[S:10][C:11]([C:14]2[N:15]=[CH:16][N:17]([C:19]3[N:24]=[C:23]([C:25]4[CH:30]=[CH:29][C:28]([F:31])=[C:27]([F:32])[CH:26]=4)[CH:22]=[C:21]([C:33]([F:36])([F:35])[F:34])[N:20]=3)[CH:18]=2)=[CH:12][CH:13]=1)(=[O:8])=[O:7])(C)(C)C.C(O)(C(F)(F)F)=O. (7) Given the product [C:29]([C:28]1[CH:32]=[CH:33][C:34]([F:35])=[C:26]([NH:25][CH:11]([C:40]2[CH:41]=[CH:42][C:43]([F:44])=[C:38]([CH2:36][CH3:37])[CH:39]=2)[C:12]([OH:14])=[O:13])[CH:27]=1)(=[O:30])[NH2:31], predict the reactants needed to synthesize it. The reactants are: C(C1C=C(N[CH:11](C2C=CC(OC)=C(OC)C=2)[C:12]([OH:14])=[O:13])C=CC=1)(=O)N.[NH2:25][C:26]1[CH:27]=[C:28]([CH:32]=[CH:33][C:34]=1[F:35])[C:29]([NH2:31])=[O:30].[CH2:36]([C:38]1[CH:39]=[C:40](B(O)O)[CH:41]=[CH:42][C:43]=1[F:44])[CH3:37].O.C(O)(=O)C=O.